The task is: Predict which catalyst facilitates the given reaction.. This data is from Catalyst prediction with 721,799 reactions and 888 catalyst types from USPTO. (1) Reactant: [CH2:1]([CH:3]([C:7](=O)[CH3:8])[C:4](=O)[CH3:5])[CH3:2].[NH2:10][NH2:11]. Product: [CH3:8][C:7]1[C:3]([CH2:1][CH3:2])=[C:4]([CH3:5])[NH:11][N:10]=1. The catalyst class is: 8. (2) Reactant: [F:1][C:2]1[N:7]=[CH:6][C:5]([NH:8][NH2:9])=[CH:4][CH:3]=1.C(O)(=O)C.[F:14][C:15]([F:28])([F:27])[C:16](=[O:26])[CH2:17][C:18]([C:20]1[CH:21]=[N:22][CH:23]=[CH:24][CH:25]=1)=O. Product: [F:1][C:2]1[N:7]=[CH:6][C:5]([N:8]2[C:16]([C:15]([F:14])([F:28])[F:27])([OH:26])[CH2:17][C:18]([C:20]3[CH:21]=[N:22][CH:23]=[CH:24][CH:25]=3)=[N:9]2)=[CH:4][CH:3]=1. The catalyst class is: 8. (3) Reactant: C([O:8][C:9]1[CH:14]=[CH:13][N:12]=[C:11]([NH:15][C:16](=[O:22])[O:17][C:18]([CH3:21])([CH3:20])[CH3:19])[CH:10]=1)C1C=CC=CC=1. Product: [OH:8][C:9]1[CH:14]=[CH:13][N:12]=[C:11]([NH:15][C:16](=[O:22])[O:17][C:18]([CH3:20])([CH3:19])[CH3:21])[CH:10]=1. The catalyst class is: 19. (4) The catalyst class is: 55. Reactant: [F:1][CH2:2][CH:3]([N:5]1[C:13]2[C:8](=[CH:9][CH:10]=[CH:11][CH:12]=2)[CH2:7][C:6]1=[O:14])[CH3:4].[N+:15]([O-])([O-:17])=[O:16].[Na+]. Product: [F:1][CH2:2][CH:3]([N:5]1[C:13]2[C:8](=[CH:9][C:10]([N+:15]([O-:17])=[O:16])=[CH:11][CH:12]=2)[CH2:7][C:6]1=[O:14])[CH3:4]. (5) Reactant: [CH3:1][O:2][C:3](=[O:14])[C:4]1[CH:9]=[CH:8][C:7]([CH:10]([OH:13])[CH2:11][CH3:12])=[CH:6][CH:5]=1.N(C(N1CCCCC1)=O)=NC(N1CCCCC1)=O.C(P(CCCC)CCCC)CCC.[F:46][C:47]([F:62])([F:61])[C:48]1[CH:53]=[CH:52][C:51]([C:54]2[CH:59]=[CH:58][C:57](O)=[CH:56][CH:55]=2)=[CH:50][CH:49]=1. Product: [CH3:1][O:2][C:3](=[O:14])[C:4]1[CH:9]=[CH:8][C:7]([CH:10]([O:13][C:57]2[CH:56]=[CH:55][C:54]([C:51]3[CH:52]=[CH:53][C:48]([C:47]([F:46])([F:61])[F:62])=[CH:49][CH:50]=3)=[CH:59][CH:58]=2)[CH2:11][CH3:12])=[CH:6][CH:5]=1. The catalyst class is: 11.